This data is from Catalyst prediction with 721,799 reactions and 888 catalyst types from USPTO. The task is: Predict which catalyst facilitates the given reaction. (1) Reactant: C(OC([N:8]1[CH2:12][CH2:11][C:10]([C:14]#[C:15][C:16]2[CH:17]=[CH:18][C:19]3[O:28][CH2:27][CH2:26][N:25]4[C:21](=[N:22][C:23]([C:29](=[O:31])[NH2:30])=[CH:24]4)[C:20]=3[CH:32]=2)([OH:13])[CH2:9]1)=O)(C)(C)C.Cl.CC(=O)OCC. Product: [OH:13][C:10]1([C:14]#[C:15][C:16]2[CH:17]=[CH:18][C:19]3[O:28][CH2:27][CH2:26][N:25]4[CH:24]=[C:23]([C:29]([NH2:30])=[O:31])[N:22]=[C:21]4[C:20]=3[CH:32]=2)[CH2:11][CH2:12][NH:8][CH2:9]1. The catalyst class is: 5. (2) Reactant: [Cl:1][C:2]1[CH:3]=[C:4]([C@H:9]2[CH2:14][N:13](C(=O)[C@H](OC)C3C=CC=CC=3)[CH2:12][CH2:11][O:10]2)[CH:5]=[CH:6][C:7]=1[Cl:8].[Li+].[B-](CC)(CC)CC.Cl.[NH4+].[OH-]. Product: [Cl:1][C:2]1[CH:3]=[C:4]([C@@H:9]2[O:10][CH2:11][CH2:12][NH:13][CH2:14]2)[CH:5]=[CH:6][C:7]=1[Cl:8]. The catalyst class is: 1. (3) Reactant: [CH2:1]([O:3][C:4](=[O:35])[CH2:5][C:6]1[CH:7]=[C:8]([C:14]2[CH:19]=[CH:18][C:17]([NH2:20])=[CH:16][C:15]=2[CH2:21][N:22]([C:25]([O:27][CH2:28][C:29]2[CH:34]=[CH:33][CH:32]=[CH:31][CH:30]=2)=[O:26])[CH2:23][CH3:24])[C:9]([O:12][CH3:13])=[CH:10][CH:11]=1)[CH3:2].[CH3:36][S:37](Cl)(=[O:39])=[O:38].C(N(CC)CC)C. Product: [CH2:1]([O:3][C:4](=[O:35])[CH2:5][C:6]1[CH:7]=[C:8]([C:14]2[CH:19]=[CH:18][C:17]([NH:20][S:37]([CH3:36])(=[O:39])=[O:38])=[CH:16][C:15]=2[CH2:21][N:22]([C:25]([O:27][CH2:28][C:29]2[CH:34]=[CH:33][CH:32]=[CH:31][CH:30]=2)=[O:26])[CH2:23][CH3:24])[C:9]([O:12][CH3:13])=[CH:10][CH:11]=1)[CH3:2]. The catalyst class is: 2. (4) Reactant: ClCCl.[O:4]=[C:5]1[N:9]([CH2:10][CH2:11][CH2:12][C:13]([OH:15])=[O:14])[C:8]2[CH:16]=[CH:17][CH:18]=[CH:19][C:7]=2[NH:6]1.C(Cl)(=O)C([Cl:23])=O. Product: [O:4]=[C:5]1[N:9]([CH2:10][CH2:11][CH2:12][C:13]([O:15][Cl:23])=[O:14])[C:8]2[CH:16]=[CH:17][CH:18]=[CH:19][C:7]=2[NH:6]1. The catalyst class is: 9. (5) Reactant: [CH2:1]([O:8][C:9]1[CH:10]=[C:11]2[C:15](=[CH:16][CH:17]=1)[NH:14][C:13]([C:18]([O:20][CH2:21][CH3:22])=[O:19])=[C:12]2[Br:23])[C:2]1[CH:7]=[CH:6][CH:5]=[CH:4][CH:3]=1.Br[CH2:25][CH2:26][CH2:27][O:28][C:29]1[C:38]2[C:33](=[CH:34][CH:35]=[CH:36][CH:37]=2)[CH:32]=[CH:31][CH:30]=1.C([O-])([O-])=O.[Cs+].[Cs+]. Product: [CH2:1]([O:8][C:9]1[CH:10]=[C:11]2[C:15](=[CH:16][CH:17]=1)[N:14]([CH2:25][CH2:26][CH2:27][O:28][C:29]1[C:38]3[C:33](=[CH:34][CH:35]=[CH:36][CH:37]=3)[CH:32]=[CH:31][CH:30]=1)[C:13]([C:18]([O:20][CH2:21][CH3:22])=[O:19])=[C:12]2[Br:23])[C:2]1[CH:3]=[CH:4][CH:5]=[CH:6][CH:7]=1. The catalyst class is: 42. (6) Reactant: [N:1]1[C:14]2[C:5](=[CH:6][CH:7]=[C:8]3[C:13]=2[N:12]=[CH:11][CH:10]=[CH:9]3)[CH:4]=[CH:3][CH:2]=1.O.O.O.O.O.O.[Cl-:21].[Tb+3:22].[Cl-].[Cl-].CO. Product: [Cl-:21].[Cl-:21].[Cl-:21].[N:1]1[C:14]2[C:5](=[CH:6][CH:7]=[C:8]3[C:13]=2[N:12]=[CH:11][CH:10]=[CH:9]3)[CH:4]=[CH:3][CH:2]=1.[N:1]1[C:14]2[C:5](=[CH:6][CH:7]=[C:8]3[C:13]=2[N:12]=[CH:11][CH:10]=[CH:9]3)[CH:4]=[CH:3][CH:2]=1.[N:1]1[C:14]2[C:5](=[CH:6][CH:7]=[C:8]3[C:13]=2[N:12]=[CH:11][CH:10]=[CH:9]3)[CH:4]=[CH:3][CH:2]=1.[Tb+3:22]. The catalyst class is: 605.